This data is from Full USPTO retrosynthesis dataset with 1.9M reactions from patents (1976-2016). The task is: Predict the reactants needed to synthesize the given product. (1) The reactants are: CC1(C)[O:9][C:8](=[O:10])[C:5]2([CH2:7][CH2:6]2)[C:4](=[O:11])O1.[N:13]1([C:18]2[CH:19]=[C:20]([CH:22]=[CH:23][CH:24]=2)[NH2:21])[CH:17]=[CH:16][CH:15]=[CH:14]1. Given the product [N:13]1([C:18]2[CH:19]=[C:20]([N:21]3[CH2:6][CH2:7][CH:5]([C:8]([OH:9])=[O:10])[C:4]3=[O:11])[CH:22]=[CH:23][CH:24]=2)[CH:14]=[CH:15][CH:16]=[CH:17]1, predict the reactants needed to synthesize it. (2) Given the product [C:1]1([N:7]2[C:12](=[O:13])[N:11]([CH3:14])[C:10](=[O:15])[C:20]([C:19]([OH:22])=[O:21])=[N:8]2)[CH:2]=[CH:3][CH:4]=[CH:5][CH:6]=1, predict the reactants needed to synthesize it. The reactants are: [C:1]1([N:7]2[C:12](=[O:13])[N:11]([CH3:14])[C:10](=[O:15])C(C#N)=[N:8]2)[CH:6]=[CH:5][CH:4]=[CH:3][CH:2]=1.Cl.[C:19]([OH:22])(=[O:21])[CH3:20]. (3) Given the product [CH2:1]([O:3][C:4](=[O:32])[CH2:5][N:6]([S:36]([N:35]([CH2:40][CH3:41])[CH2:33][CH3:34])(=[O:38])=[O:37])[CH2:7][C:8]1[CH:13]=[CH:12][CH:11]=[C:10]([O:14][CH2:15][C:16]2[N:17]=[C:18]([C:22]3[CH:23]=[CH:24][C:25]([C:28]([F:31])([F:30])[F:29])=[CH:26][CH:27]=3)[O:19][C:20]=2[CH3:21])[CH:9]=1)[CH3:2], predict the reactants needed to synthesize it. The reactants are: [CH2:1]([O:3][C:4](=[O:32])[CH2:5][NH:6][CH2:7][C:8]1[CH:13]=[CH:12][CH:11]=[C:10]([O:14][CH2:15][C:16]2[N:17]=[C:18]([C:22]3[CH:27]=[CH:26][C:25]([C:28]([F:31])([F:30])[F:29])=[CH:24][CH:23]=3)[O:19][C:20]=2[CH3:21])[CH:9]=1)[CH3:2].[CH2:33]([N:35]([CH2:40][CH3:41])[S:36](Cl)(=[O:38])=[O:37])[CH3:34].C(N(CC)CC)C.